This data is from Forward reaction prediction with 1.9M reactions from USPTO patents (1976-2016). The task is: Predict the product of the given reaction. Given the reactants [Si:1]([O:8][C@@H:9]1[C@@:29]2([CH3:30])[C:13](=[CH:14][CH:15]=[C:16]3[C@@H:28]2[CH2:27][CH2:26][C@@:25]2([CH3:31])[C@H:17]3[CH2:18][CH:19]=[C:20]2[C:21]([OH:24])([CH3:23])[CH3:22])[CH2:12][C@@H:11]([O:32][Si:33]([C:36]([CH3:39])([CH3:38])[CH3:37])([CH3:35])[CH3:34])[CH2:10]1)([C:4]([CH3:7])([CH3:6])[CH3:5])([CH3:3])[CH3:2].Br/[CH:41]=[CH:42]/[CH2:43][C:44]([O:47][Si:48]([CH2:53][CH3:54])([CH2:51][CH3:52])[CH2:49][CH3:50])([CH3:46])[CH3:45].[H-].[Na+].C1OCCOCCOCCOCCOC1, predict the reaction product. The product is: [Si:1]([O:8][C@@H:9]1[C@@:29]2([CH3:30])[C:13](=[CH:14][CH:15]=[C:16]3[C@@H:28]2[CH2:27][CH2:26][C@@:25]2([CH3:31])[C@H:17]3[CH2:18][CH:19]=[C:20]2[C:21]([O:24]/[CH:41]=[CH:42]/[CH2:43][C:44]([O:47][Si:48]([CH2:49][CH3:50])([CH2:51][CH3:52])[CH2:53][CH3:54])([CH3:45])[CH3:46])([CH3:23])[CH3:22])[CH2:12][C@@H:11]([O:32][Si:33]([C:36]([CH3:39])([CH3:38])[CH3:37])([CH3:34])[CH3:35])[CH2:10]1)([C:4]([CH3:7])([CH3:6])[CH3:5])([CH3:3])[CH3:2].